This data is from Merck oncology drug combination screen with 23,052 pairs across 39 cell lines. The task is: Regression. Given two drug SMILES strings and cell line genomic features, predict the synergy score measuring deviation from expected non-interaction effect. (1) Drug 1: C=CCn1c(=O)c2cnc(Nc3ccc(N4CCN(C)CC4)cc3)nc2n1-c1cccc(C(C)(C)O)n1. Drug 2: CNC(=O)c1cc(Oc2ccc(NC(=O)Nc3ccc(Cl)c(C(F)(F)F)c3)cc2)ccn1. Cell line: SKMEL30. Synergy scores: synergy=1.68. (2) Drug 1: N#Cc1ccc(Cn2cncc2CN2CCN(c3cccc(Cl)c3)C(=O)C2)cc1. Drug 2: CCC1=CC2CN(C1)Cc1c([nH]c3ccccc13)C(C(=O)OC)(c1cc3c(cc1OC)N(C)C1C(O)(C(=O)OC)C(OC(C)=O)C4(CC)C=CCN5CCC31C54)C2. Cell line: COLO320DM. Synergy scores: synergy=3.79. (3) Drug 1: CN(C)C(=N)N=C(N)N. Drug 2: Cn1nnc2c(C(N)=O)ncn2c1=O. Cell line: UACC62. Synergy scores: synergy=-5.56. (4) Drug 1: COc1cc(C2c3cc4c(cc3C(OC3OC5COC(C)OC5C(O)C3O)C3COC(=O)C23)OCO4)cc(OC)c1O. Drug 2: CNC(=O)c1cc(Oc2ccc(NC(=O)Nc3ccc(Cl)c(C(F)(F)F)c3)cc2)ccn1. Cell line: SW837. Synergy scores: synergy=10.1. (5) Drug 1: CCC1(O)CC2CN(CCc3c([nH]c4ccccc34)C(C(=O)OC)(c3cc4c(cc3OC)N(C)C3C(O)(C(=O)OC)C(OC(C)=O)C5(CC)C=CCN6CCC43C65)C2)C1. Drug 2: Cc1nc(Nc2ncc(C(=O)Nc3c(C)cccc3Cl)s2)cc(N2CCN(CCO)CC2)n1. Cell line: ES2. Synergy scores: synergy=11.2. (6) Drug 1: CS(=O)(=O)CCNCc1ccc(-c2ccc3ncnc(Nc4ccc(OCc5cccc(F)c5)c(Cl)c4)c3c2)o1. Drug 2: Cn1c(=O)n(-c2ccc(C(C)(C)C#N)cc2)c2c3cc(-c4cnc5ccccc5c4)ccc3ncc21. Cell line: NCIH520. Synergy scores: synergy=27.8.